From a dataset of Peptide-MHC class I binding affinity with 185,985 pairs from IEDB/IMGT. Regression. Given a peptide amino acid sequence and an MHC pseudo amino acid sequence, predict their binding affinity value. This is MHC class I binding data. (1) The MHC is HLA-A68:02 with pseudo-sequence HLA-A68:02. The peptide sequence is IFLLVLLDY. The binding affinity (normalized) is 0.162. (2) The peptide sequence is KMYWITRSK. The MHC is HLA-B57:01 with pseudo-sequence HLA-B57:01. The binding affinity (normalized) is 0.0847. (3) The peptide sequence is FLGKIWPS. The MHC is HLA-A02:06 with pseudo-sequence HLA-A02:06. The binding affinity (normalized) is 1.00. (4) The peptide sequence is YQRALHTSI. The MHC is HLA-B15:02 with pseudo-sequence HLA-B15:02. The binding affinity (normalized) is 0.471. (5) The peptide sequence is ITPIGLAP. The MHC is Mamu-A01 with pseudo-sequence Mamu-A01. The binding affinity (normalized) is 0.565.